From a dataset of Reaction yield outcomes from USPTO patents with 853,638 reactions. Predict the reaction yield, written as a fraction of the theoretical maximum amount of product (1.0 means a 100% yield; for example, 0.34 means a 34% yield). (1) The reactants are [N+:1]([C:4]1[CH:5]=[N:6][NH:7][CH:8]=1)([O-:3])=[O:2].Cl[CH2:10][C:11]1[C:12]([CH3:17])=[N:13][O:14][C:15]=1[CH3:16].C([O-])([O-])=O.[K+].[K+]. The catalyst is CC(C)=O. The product is [CH3:17][C:12]1[C:11]([CH2:10][N:6]2[CH:5]=[C:4]([N+:1]([O-:3])=[O:2])[CH:8]=[N:7]2)=[C:15]([CH3:16])[O:14][N:13]=1. The yield is 0.900. (2) The catalyst is CC#N. The yield is 0.840. The product is [Br:21][C:10]1[N:9]=[C:8]([C@@H:11]2[O:16][CH2:15][C@H:14]3[CH2:17][CH2:18][C:19](=[O:20])[N:13]3[CH2:12]2)[N:4]2[CH:5]=[CH:6][N:7]=[C:2]([Cl:1])[C:3]=12. The reactants are [Cl:1][C:2]1[C:3]2[N:4]([C:8]([C@@H:11]3[O:16][CH2:15][C@H:14]4[CH2:17][CH2:18][C:19](=[O:20])[N:13]4[CH2:12]3)=[N:9][CH:10]=2)[CH:5]=[CH:6][N:7]=1.[Br:21]N1C(=O)CCC1=O. (3) The product is [C:6]([C:5]1[CH:8]=[CH:9][C:2]([F:1])=[CH:3][C:4]=1[O:10][C:13](=[O:14])[N:12]([CH3:16])[CH3:11])#[N:7]. The reactants are [F:1][C:2]1[CH:9]=[CH:8][C:5]([C:6]#[N:7])=[C:4]([OH:10])[CH:3]=1.[CH3:11][N:12]([CH3:16])[C:13](Cl)=[O:14].C(N(CC)CC)C. The catalyst is ClC(Cl)C. The yield is 0.670. (4) The reactants are [I:1][C:2]1[CH:3]=[C:4]2[C:8](=[CH:9][CH:10]=1)[NH:7][C:6](=[O:11])[C:5]2=O.[NH2:13][C:14]1[CH:23]=[CH:22][C:21]([N+:24]([O-:26])=[O:25])=[CH:20][C:15]=1[C:16]([NH:18][NH2:19])=[O:17]. The catalyst is C(O)(=O)C. The product is [I:1][C:2]1[CH:3]=[C:4]2[C:8](=[CH:9][CH:10]=1)[NH:7][C:6](=[O:11])[C:5]2=[N:19][NH:18][C:16](=[O:17])[C:15]1[CH:20]=[C:21]([N+:24]([O-:26])=[O:25])[CH:22]=[CH:23][C:14]=1[NH2:13]. The yield is 0.760. (5) The reactants are [CH3:1][C:2]1[CH2:7][C:6]([CH3:12])([C:8]([F:11])([F:10])[F:9])[CH2:5][C:4](=[O:13])[CH:3]=1.C1(C)C=CC=CC=1.[OH2:21]. The catalyst is O.O.O.O.O.S([O-])([O-])(=O)=O.[Cu+2].[Mo](=O)(=O)=O. The product is [CH3:1][C:2]1[C:7](=[O:21])[C:6]([CH3:12])([C:8]([F:9])([F:10])[F:11])[CH2:5][C:4](=[O:13])[CH:3]=1. The yield is 0.170.